Predict the product of the given reaction. From a dataset of Forward reaction prediction with 1.9M reactions from USPTO patents (1976-2016). The product is: [C:33]([O:37][C:38](=[O:57])[CH2:39][CH:40]([NH:45][S:46]([C:49]1[CH:54]=[CH:53][C:52]([NH2:55])=[CH:51][C:50]=1[O:13][CH2:12][CH2:11][C:6]1[CH:7]=[CH:8][CH:9]=[C:10]2[C:5]=1[CH:4]=[CH:3][CH:2]=[N:1]2)(=[O:48])=[O:47])[C:41]([NH:43][CH3:44])=[O:42])([CH3:36])([CH3:34])[CH3:35]. Given the reactants [N:1]1[C:10]2[C:5](=[C:6]([CH2:11][CH2:12][OH:13])[CH:7]=[CH:8][CH:9]=2)[CH:4]=[CH:3][CH:2]=1.C1(P(C2C=CC=CC=2)C2C=CC=CC=2)C=CC=CC=1.[C:33]([O:37][C:38](=[O:57])[CH2:39][CH:40]([NH:45][S:46]([C:49]1[CH:54]=[CH:53][C:52]([NH2:55])=[CH:51][C:50]=1O)(=[O:48])=[O:47])[C:41]([NH:43][CH3:44])=[O:42])([CH3:36])([CH3:35])[CH3:34].N(C(OCC)=O)=NC(OCC)=O, predict the reaction product.